This data is from Forward reaction prediction with 1.9M reactions from USPTO patents (1976-2016). The task is: Predict the product of the given reaction. (1) Given the reactants O=C(C1C=CC=CC=1)/C=[CH:4]/[CH:5]1[CH2:10][CH2:9][CH2:8][N:7]([C:11]([O:13][C:14]([CH3:17])([CH3:16])[CH3:15])=[O:12])[CH2:6]1.N1CCCC(C[OH:31])C1.C(OC(OC(OC(C)(C)C)=O)=O)(C)(C)C, predict the reaction product. The product is: [C:14]([O:13][C:11]([N:7]1[CH2:8][CH2:9][CH2:10][CH:5]([CH2:4][OH:31])[CH2:6]1)=[O:12])([CH3:17])([CH3:16])[CH3:15]. (2) Given the reactants [OH:1][C:2]1[CH:3]=[C:4]2[C:8](=[CH:9][CH:10]=1)[NH:7][CH:6]=[CH:5]2.[H-].[Na+].[NH2:13][C:14]1[CH:19]=[C:18](Cl)[C:17]([C:21]#[N:22])=[CH:16][N:15]=1, predict the reaction product. The product is: [NH2:13][C:14]1[CH:19]=[C:18]([O:1][C:2]2[CH:3]=[C:4]3[C:8](=[CH:9][CH:10]=2)[NH:7][CH:6]=[CH:5]3)[C:17]([C:21]#[N:22])=[CH:16][N:15]=1. (3) The product is: [Cl:10][C:11]1[CH:23]=[CH:22][C:14]([O:15][C:16]([CH3:21])([CH3:20])[C:17]([NH:2][NH2:3])=[O:18])=[C:13]([F:24])[CH:12]=1. Given the reactants C(OC(C)(C)C)(=O)[NH:2][NH2:3].[Cl:10][C:11]1[CH:23]=[CH:22][C:14]([O:15][C:16]([CH3:21])([CH3:20])[C:17](O)=[O:18])=[C:13]([F:24])[CH:12]=1, predict the reaction product. (4) Given the reactants [Cl:1][C:2]1[CH:7]=[CH:6][C:5]([CH:8]([C:25]2[CH:30]=[CH:29][C:28]([Cl:31])=[CH:27][CH:26]=2)[N:9]2[CH2:12][C:11](=[C:13]([C:17]3[CH:22]=[C:21]([F:23])[CH:20]=[C:19]([F:24])[CH:18]=3)[CH:14]([OH:16])[CH3:15])[CH2:10]2)=[CH:4][CH:3]=1.Cl[C:33]([O:35][C:36]1[CH:41]=[CH:40][C:39]([N+:42]([O-:44])=[O:43])=[CH:38][CH:37]=1)=[O:34], predict the reaction product. The product is: [C:33](=[O:34])([O:35][C:36]1[CH:37]=[CH:38][C:39]([N+:42]([O-:44])=[O:43])=[CH:40][CH:41]=1)[O:16][CH:14]([CH3:15])[C:13](=[C:11]1[CH2:12][N:9]([CH:8]([C:5]2[CH:6]=[CH:7][C:2]([Cl:1])=[CH:3][CH:4]=2)[C:25]2[CH:26]=[CH:27][C:28]([Cl:31])=[CH:29][CH:30]=2)[CH2:10]1)[C:17]1[CH:18]=[C:19]([F:24])[CH:20]=[C:21]([F:23])[CH:22]=1. (5) Given the reactants [N:1]1([C:10]2[CH:15]=[CH:14][N:13]=[C:12]([NH:16][C@H:17]3[CH2:22][CH2:21][C@H:20]([C:23](O)=[O:24])[CH2:19][CH2:18]3)[N:11]=2)[C:9]2[C:4](=[CH:5][CH:6]=[CH:7][CH:8]=2)[CH:3]=[N:2]1.N[C:27]([OH:31])([CH2:29][CH3:30])[CH3:28].F[P-](F)(F)(F)(F)F.[N:39]1(O[P+](N(C)C)(N(C)C)N(C)C)C2C=CC=CC=2N=N1.CCN(C(C)C)C(C)C, predict the reaction product. The product is: [OH:31][CH:27]([CH3:28])[CH2:29][CH2:30][NH:39][C:23]([C@H:20]1[CH2:21][CH2:22][C@H:17]([NH:16][C:12]2[N:11]=[C:10]([N:1]3[C:9]4[C:4](=[CH:5][CH:6]=[CH:7][CH:8]=4)[CH:3]=[N:2]3)[CH:15]=[CH:14][N:13]=2)[CH2:18][CH2:19]1)=[O:24]. (6) Given the reactants [Cl:1][C:2]1[N:7]=[CH:6][C:5]([CH:8]2[C:17]3[C:12](=[CH:13][CH:14]=[CH:15][CH:16]=3)[CH2:11][CH2:10][N:9]2C(OCC2C=CC=CC=2)=O)=[CH:4][CH:3]=1.C(O)(C(F)(F)F)=O, predict the reaction product. The product is: [Cl:1][C:2]1[N:7]=[CH:6][C:5]([CH:8]2[C:17]3[C:12](=[CH:13][CH:14]=[CH:15][CH:16]=3)[CH2:11][CH2:10][NH:9]2)=[CH:4][CH:3]=1.